From a dataset of Full USPTO retrosynthesis dataset with 1.9M reactions from patents (1976-2016). Predict the reactants needed to synthesize the given product. Given the product [N+:1]([C:4]1[CH:9]=[CH:8][C:7]([CH2:10][C:11]([NH:14][C:15]2[CH:23]=[CH:22][CH:21]=[CH:20][C:16]=2[C:17]([OH:19])=[O:18])=[O:12])=[CH:6][CH:5]=1)([O-:3])=[O:2], predict the reactants needed to synthesize it. The reactants are: [N+:1]([C:4]1[CH:9]=[CH:8][C:7]([CH2:10][C:11](Cl)=[O:12])=[CH:6][CH:5]=1)([O-:3])=[O:2].[NH2:14][C:15]1[CH:23]=[CH:22][CH:21]=[CH:20][C:16]=1[C:17]([OH:19])=[O:18].N1C=CC=CC=1.